Dataset: Reaction yield outcomes from USPTO patents with 853,638 reactions. Task: Predict the reaction yield, written as a fraction of the theoretical maximum amount of product (1.0 means a 100% yield; for example, 0.34 means a 34% yield). (1) The reactants are [OH:1][C:2]1[C:11]2[C:10]([CH3:13])([CH3:12])[CH2:9][CH2:8][C:7]([CH3:15])([CH3:14])[C:6]=2[CH:5]=[C:4]([Se:16][C:17]#[C:18][C:19]2[CH:28]=[CH:27][C:22]([C:23]([O:25][CH3:26])=[O:24])=[CH:21][CH:20]=2)[CH:3]=1.C(=O)([O-])[O-].[K+].[K+].[CH3:35][C:36]1[CH:37]=[C:38]([CH:41]=[CH:42][CH:43]=1)[CH2:39]Br. No catalyst specified. The product is [CH3:13][C:10]1([CH3:12])[CH2:9][CH2:8][C:7]([CH3:14])([CH3:15])[C:6]2[CH:5]=[C:4]([Se:16][C:17]#[C:18][C:19]3[CH:28]=[CH:27][C:22]([C:23]([O:25][CH3:26])=[O:24])=[CH:21][CH:20]=3)[CH:3]=[C:2]([O:1][CH2:35][C:36]3[CH:43]=[CH:42][CH:41]=[C:38]([CH3:39])[CH:37]=3)[C:11]1=2. The yield is 0.960. (2) The reactants are [N:1]12[CH2:8][CH2:7][C:4]([O:9][C:10](=[O:38])[NH:11][C:12]3[CH:17]=[C:16]([CH2:18][CH2:19][CH2:20][C:21]([NH:23][C:24]4[CH:29]=[CH:28][C:27]([CH:30]=O)=[CH:26][CH:25]=4)=[O:22])[CH:15]=[CH:14][C:13]=3[C:32]3[CH:37]=[CH:36][CH:35]=[CH:34][CH:33]=3)([CH2:5][CH2:6]1)[CH2:3][CH2:2]2.C(O)(=O)C.[NH2:43][CH2:44][C@@H:45]([C:54]1[CH:63]=[CH:62][C:61]([OH:64])=[C:60]2[C:55]=1[CH:56]=[CH:57][C:58](=[O:65])[NH:59]2)[O:46][Si:47]([C:50]([CH3:53])([CH3:52])[CH3:51])([CH3:49])[CH3:48].C(O[BH-](OC(=O)C)OC(=O)C)(=O)C.[Na+]. The catalyst is CO.C(Cl)(Cl)Cl. The product is [N:1]12[CH2:6][CH2:5][C:4]([O:9][C:10](=[O:38])[NH:11][C:12]3[CH:17]=[C:16]([CH2:18][CH2:19][CH2:20][C:21]([NH:23][C:24]4[CH:25]=[CH:26][C:27]([CH2:30][NH:43][CH2:44][C@H:45]([O:46][Si:47]([C:50]([CH3:53])([CH3:52])[CH3:51])([CH3:49])[CH3:48])[C:54]5[CH:63]=[CH:62][C:61]([OH:64])=[C:60]6[C:55]=5[CH:56]=[CH:57][C:58](=[O:65])[NH:59]6)=[CH:28][CH:29]=4)=[O:22])[CH:15]=[CH:14][C:13]=3[C:32]3[CH:33]=[CH:34][CH:35]=[CH:36][CH:37]=3)([CH2:7][CH2:8]1)[CH2:3][CH2:2]2. The yield is 0.380. (3) The reactants are [OH:1][C:2]1[CH:7]=[CH:6][C:5]([NH:8]C(=O)C2C=CC=CC=2)=[C:4]([C:17]([C:19]2[CH:24]=[CH:23][CH:22]=[CH:21][CH:20]=2)=O)[CH:3]=1.C(=O)([O-])[O-].[K+].[K+].[CH2:31](Br)[C:32]1[CH:37]=[CH:36][CH:35]=[CH:34][CH:33]=1.O.C[N:41](C)C=O. No catalyst specified. The product is [C:19]1([C:17]2[C:4]3[C:5](=[CH:6][CH:7]=[C:2]([O:1][CH2:31][C:32]4[CH:37]=[CH:36][CH:35]=[CH:34][CH:33]=4)[CH:3]=3)[NH:8][N:41]=2)[CH:20]=[CH:21][CH:22]=[CH:23][CH:24]=1. The yield is 0.630. (4) The product is [O:50]1[C:54]2[CH:55]=[CH:56][C:57]([C:59]3[CH:60]=[C:61]([NH:65][C:23]([C:18]4[C:19](=[O:22])[O:20][C:21]5[C:16]([CH:17]=4)=[CH:15][CH:14]=[CH:13][C:12]=5[O:11][CH3:10])=[O:25])[CH:62]=[CH:63][CH:64]=3)=[CH:58][C:53]=2[CH2:52][CH2:51]1. The catalyst is CN(C=O)C. The reactants are CCN(C(C)C)C(C)C.[CH3:10][O:11][C:12]1[CH:13]=[CH:14][CH:15]=[C:16]2[C:21]=1[O:20][C:19](=[O:22])[C:18]([C:23]([OH:25])=O)=[CH:17]2.CN(C(ON1N=NC2C=CC=NC1=2)=[N+](C)C)C.F[P-](F)(F)(F)(F)F.[O:50]1[C:54]2[CH:55]=[CH:56][C:57]([C:59]3[CH:60]=[C:61]([NH2:65])[CH:62]=[CH:63][CH:64]=3)=[CH:58][C:53]=2[CH2:52][CH2:51]1. The yield is 0.940. (5) The reactants are [OH-].[Na+].C[O:4][C:5]([C:7]1[CH:8]=[C:9](/[CH:13]=[CH:14]/[C:15]([NH:17][CH2:18][CH2:19][N:20]2[CH:24]=[CH:23][N:22]=[CH:21]2)=[O:16])[CH:10]=[CH:11][CH:12]=1)=[O:6].[ClH:25].Cl.O1CCOCC1. The catalyst is CO. The product is [ClH:25].[C:5]([C:7]1[CH:8]=[C:9](/[CH:13]=[CH:14]/[C:15]([NH:17][CH2:18][CH2:19][N:20]2[CH:24]=[CH:23][N:22]=[CH:21]2)=[O:16])[CH:10]=[CH:11][CH:12]=1)([OH:6])=[O:4]. The yield is 0.990. (6) The reactants are [CH3:1][O:2][C:3](=[O:22])[C:4]1[CH:9]=[C:8]([C:10](=[O:13])[CH2:11][Br:12])[CH:7]=[CH:6][C:5]=1[O:14][CH2:15][C:16]1[CH:21]=[CH:20][CH:19]=[CH:18][CH:17]=1. The catalyst is C1(C)C=CC=CC=1.O1CCCC1. The product is [CH3:1][O:2][C:3](=[O:22])[C:4]1[CH:9]=[C:8]([C@@H:10]([OH:13])[CH2:11][Br:12])[CH:7]=[CH:6][C:5]=1[O:14][CH2:15][C:16]1[CH:17]=[CH:18][CH:19]=[CH:20][CH:21]=1. The yield is 0.970. (7) The product is [C:36]([O:35][C:33]([N:25]1[C:26]([CH3:28])=[CH:27][C:23]([N:22]([C:33]([O:35][C:36]([CH3:39])([CH3:38])[CH3:37])=[O:34])[C:12]2[C:11]3[C:16](=[CH:17][C:8]([C:7]([CH3:30])([CH3:29])[O:6][SiH2:5][C:1]([CH3:2])([CH3:3])[CH3:4])=[CH:9][CH:10]=3)[C:15](=[O:18])[N:14]([CH:19]([CH3:21])[CH3:20])[N:13]=2)=[N:24]1)=[O:34])([CH3:39])([CH3:38])[CH3:37]. The reactants are [C:1]([SiH2:5][O:6][C:7]([CH3:30])([CH3:29])[C:8]1[CH:17]=[C:16]2[C:11]([C:12]([NH:22][C:23]3[CH:27]=[C:26]([CH3:28])[NH:25][N:24]=3)=[N:13][N:14]([CH:19]([CH3:21])[CH3:20])[C:15]2=[O:18])=[CH:10][CH:9]=1)([CH3:4])([CH3:3])[CH3:2].[H-].[Na+].[C:33](O[C:33]([O:35][C:36]([CH3:39])([CH3:38])[CH3:37])=[O:34])([O:35][C:36]([CH3:39])([CH3:38])[CH3:37])=[O:34]. The yield is 0.780. The catalyst is CN(C)C=O.